From a dataset of Catalyst prediction with 721,799 reactions and 888 catalyst types from USPTO. Predict which catalyst facilitates the given reaction. (1) Reactant: [CH3:1][O:2][C:3](=[O:24])[CH2:4][CH2:5][N:6]([C:13](=[O:23])[C:14]1[CH:19]=[CH:18][C:17]([NH:20][CH3:21])=[C:16]([NH2:22])[CH:15]=1)[C:7]1[CH:12]=[CH:11][CH:10]=[CH:9][CH:8]=1.[C:25]([C:27]1[CH:32]=[CH:31][C:30]([NH:33][CH2:34][C:35](O)=[O:36])=[CH:29][CH:28]=1)#[N:26].C1N=CN(C(N2C=NC=C2)=O)C=1. Product: [CH3:1][O:2][C:3](=[O:24])[CH2:4][CH2:5][N:6]([C:13](=[O:23])[C:14]1[CH:19]=[CH:18][C:17]([NH:20][CH3:21])=[C:16]([NH:22][C:35](=[O:36])[CH2:34][NH:33][C:30]2[CH:31]=[CH:32][C:27]([C:25]#[N:26])=[CH:28][CH:29]=2)[CH:15]=1)[C:7]1[CH:8]=[CH:9][CH:10]=[CH:11][CH:12]=1. The catalyst class is: 1. (2) Reactant: [CH3:1][CH:2]([CH3:11])[C:3](=O)[CH2:4][C:5]([O:7][CH2:8][CH3:9])=[O:6].[NH3:12]. Product: [NH2:12]/[C:3](/[CH:2]([CH3:11])[CH3:1])=[CH:4]/[C:5]([O:7][CH2:8][CH3:9])=[O:6]. The catalyst class is: 8.